Dataset: Catalyst prediction with 721,799 reactions and 888 catalyst types from USPTO. Task: Predict which catalyst facilitates the given reaction. (1) Reactant: [Cl:1][C:2]1[CH:3]=[CH:4][C:5]([N:43]2[CH:47]=[C:46]([C:48]([F:51])([F:50])[F:49])[N:45]=[N:44]2)=[C:6]([C:8]2[N:9]=[CH:10][N:11]([C@@H:15]3[C:31]4[CH:32]=[C:27]([CH:28]=[CH:29][N:30]=4)[C:26]4[N:25](COCC[Si](C)(C)C)[N:24]=[CH:23][C:22]=4[NH:21][C:20](=[O:41])[C@H:19]([CH3:42])[CH2:18][CH2:17][CH2:16]3)[C:12](=[O:14])[CH:13]=2)[CH:7]=1.[C:52]([OH:58])([C:54]([F:57])([F:56])[F:55])=[O:53]. Product: [F:55][C:54]([F:57])([F:56])[C:52]([OH:58])=[O:53].[Cl:1][C:2]1[CH:3]=[CH:4][C:5]([N:43]2[CH:47]=[C:46]([C:48]([F:50])([F:49])[F:51])[N:45]=[N:44]2)=[C:6]([C:8]2[N:9]=[CH:10][N:11]([C@@H:15]3[C:31]4[CH:32]=[C:27]([CH:28]=[CH:29][N:30]=4)[C:26]4[NH:25][N:24]=[CH:23][C:22]=4[NH:21][C:20](=[O:41])[C@H:19]([CH3:42])[CH2:18][CH2:17][CH2:16]3)[C:12](=[O:14])[CH:13]=2)[CH:7]=1. The catalyst class is: 2. (2) Reactant: [C:1]([N:5]1[C:9]([C:10]2[CH:15]=[CH:14][C:13]([F:16])=[CH:12][CH:11]=2)=[C:8]([C:17]2[S:18][CH:19]=[C:20]([CH2:22][C:23](O)=[O:24])[N:21]=2)[CH:7]=[N:6]1)([CH3:4])([CH3:3])[CH3:2].CN(C(ON1N=NC2C=CC=NC1=2)=[N+](C)C)C.F[P-](F)(F)(F)(F)F.CCN(C(C)C)C(C)C.O.Cl.[NH:61]1[CH2:66][CH2:65][C:64](=[O:67])[CH2:63][CH2:62]1. Product: [C:1]([N:5]1[C:9]([C:10]2[CH:11]=[CH:12][C:13]([F:16])=[CH:14][CH:15]=2)=[C:8]([C:17]2[S:18][CH:19]=[C:20]([CH2:22][C:23]([N:61]3[CH2:66][CH2:65][C:64](=[O:67])[CH2:63][CH2:62]3)=[O:24])[N:21]=2)[CH:7]=[N:6]1)([CH3:3])([CH3:2])[CH3:4]. The catalyst class is: 18. (3) Reactant: Br[C:2]1[CH:7]=[C:6]([F:8])[CH:5]=[C:4]([F:9])[CH:3]=1.[C:10]1(=[O:14])[CH2:13][CH2:12][CH2:11]1. Product: [F:9][C:4]1[CH:3]=[C:2]([C:10]2([OH:14])[CH2:13][CH2:12][CH2:11]2)[CH:7]=[C:6]([F:8])[CH:5]=1. The catalyst class is: 1. (4) Reactant: Cl.[Cl:2][C:3]1[CH:8]=[C:7]([Cl:9])[C:6]([Cl:10])=[CH:5][C:4]=1[NH:11][NH2:12].O.Cl.[NH:15]1[CH2:20][CH2:19][C:18](=O)[CH2:17][CH2:16]1. Product: [ClH:2].[NH:15]1[CH2:20][CH2:19][C:18](=[N:12][NH:11][C:4]2[CH:5]=[C:6]([Cl:10])[C:7]([Cl:9])=[CH:8][C:3]=2[Cl:2])[CH2:17][CH2:16]1. The catalyst class is: 14. (5) Reactant: [Cl:1][C:2]1[CH:7]=[CH:6][C:5]([S:8]([N:11]([CH2:19][C:20]2[CH:28]=[CH:27][C:23]([C:24](O)=[O:25])=[CH:22][CH:21]=2)[CH:12]2[CH2:17][CH2:16][CH2:15][CH2:14][CH:13]2[CH3:18])(=[O:10])=[O:9])=[CH:4][CH:3]=1.Cl.[NH2:30][C:31]([CH3:37])([CH3:36])[C:32]([O:34][CH3:35])=[O:33].F[P-](F)(F)(F)(F)F.N1(O[P+](N(C)C)(N(C)C)N(C)C)C2C=CC=CC=2N=N1.C1C=CC2N(O)N=NC=2C=1.O.C(N(C(C)C)C(C)C)C. Product: [Cl:1][C:2]1[CH:3]=[CH:4][C:5]([S:8]([N:11]([CH2:19][C:20]2[CH:21]=[CH:22][C:23]([C:24]([NH:30][C:31]([CH3:37])([CH3:36])[C:32]([O:34][CH3:35])=[O:33])=[O:25])=[CH:27][CH:28]=2)[CH:12]2[CH2:17][CH2:16][CH2:15][CH2:14][CH:13]2[CH3:18])(=[O:9])=[O:10])=[CH:6][CH:7]=1. The catalyst class is: 3. (6) Reactant: [Br:1][C:2]1[CH:7]=[C:6]([CH:8]2CC=C[CH2:9]2)[CH:5]=CC=1OC.C[N+]1([O-])[CH2:21][CH2:20][O:19][CH2:18]C1.[C:23]([OH:27])([CH3:26])(C)[CH3:24].[OH2:28]. Product: [Br:1][C:2]1[CH:7]=[C:6]([CH:8]2[CH2:9][CH:24]([OH:28])[CH:23]([OH:27])[CH2:26]2)[CH:5]=[CH:21][C:20]=1[O:19][CH3:18]. The catalyst class is: 771. (7) Reactant: [CH3:1][O:2][C:3](=[O:24])[CH2:4][CH:5]1[CH2:10][N:9]([C:11]2[CH:16]=[CH:15][CH:14]=[CH:13][CH:12]=2)[C:8]2[CH:17]=[C:18]([C:21](O)=[O:22])[CH:19]=[CH:20][C:7]=2[O:6]1.[N:25]1[CH:30]=[CH:29][CH:28]=[CH:27][C:26]=1[NH:31][CH2:32][CH2:33][CH2:34][NH2:35].CCN=C=NCCCN(C)C.Cl.Cl.O. Product: [C:11]1([N:9]2[C:8]3[CH:17]=[C:18]([C:21]([NH:35][CH2:34][CH2:33][CH2:32][NH:31][C:26]4[CH:27]=[CH:28][CH:29]=[CH:30][N:25]=4)=[O:22])[CH:19]=[CH:20][C:7]=3[O:6][CH:5]([CH2:4][C:3]([O:2][CH3:1])=[O:24])[CH2:10]2)[CH:16]=[CH:15][CH:14]=[CH:13][CH:12]=1. The catalyst class is: 239.